This data is from Catalyst prediction with 721,799 reactions and 888 catalyst types from USPTO. The task is: Predict which catalyst facilitates the given reaction. (1) The catalyst class is: 5. Product: [CH3:21][O:20][C:18]([CH2:17][O:16][C:13]1[CH:14]=[CH:15][C:10]([OH:9])=[CH:11][C:12]=1[N+:22]([O-:24])=[O:23])=[O:19]. Reactant: C([O:9][C:10]1[CH:15]=[CH:14][C:13]([O:16][CH2:17][C:18]([O:20][CH3:21])=[O:19])=[C:12]([N+:22]([O-:24])=[O:23])[CH:11]=1)(=O)C1C=CC=CC=1.C[O-].[Na+]. (2) Reactant: [CH2:1]([N:8]1[CH2:13][CH2:12][C@@H:11]([CH3:14])[C@@H:10]([NH:15][C:16]2[C:21]([CH:22]=[O:23])=[CH:20][N:19]=[C:18]3[N:24]([CH2:27][O:28][CH2:29][CH2:30][Si:31]([CH3:34])([CH3:33])[CH3:32])[CH:25]=[CH:26][C:17]=23)[CH2:9]1)[C:2]1[CH:7]=[CH:6][CH:5]=[CH:4][CH:3]=1.[BH4-].[Na+].CCCCCC.C(OCC)(=O)C. The catalyst class is: 5. Product: [CH2:1]([N:8]1[CH2:13][CH2:12][C@@H:11]([CH3:14])[C@@H:10]([NH:15][C:16]2[C:21]([CH2:22][OH:23])=[CH:20][N:19]=[C:18]3[N:24]([CH2:27][O:28][CH2:29][CH2:30][Si:31]([CH3:32])([CH3:34])[CH3:33])[CH:25]=[CH:26][C:17]=23)[CH2:9]1)[C:2]1[CH:3]=[CH:4][CH:5]=[CH:6][CH:7]=1. (3) Reactant: [F:1][C:2]1[CH:7]=[CH:6][C:5]([CH2:8][CH2:9]OS(C2C=CC(C)=CC=2)(=O)=O)=[CH:4][CH:3]=1.Cl.Cl.[CH2:23]([O:25][C:26]([C@H:28]1[C@H:33]([N:34]([CH2:36][C:37]2[CH:42]=[CH:41][CH:40]=[CH:39][CH:38]=2)[CH3:35])[CH2:32][CH2:31][NH:30][CH2:29]1)=[O:27])[CH3:24].C(=O)([O-])[O-].[K+].[K+]. Product: [CH2:23]([O:25][C:26]([C@H:28]1[C@H:33]([N:34]([CH2:36][C:37]2[CH:38]=[CH:39][CH:40]=[CH:41][CH:42]=2)[CH3:35])[CH2:32][CH2:31][N:30]([CH2:9][CH2:8][C:5]2[CH:4]=[CH:3][C:2]([F:1])=[CH:7][CH:6]=2)[CH2:29]1)=[O:27])[CH3:24]. The catalyst class is: 10. (4) Reactant: N#N.C[O:4][C:5]1[CH:10]=[C:9]([O:11]C)[CH:8]=[C:7]([O:13]C)[C:6]=1[CH2:15][C:16]([NH:18][C:19]1[CH:20]=[C:21]([CH:25]=[CH:26][CH:27]=1)[C:22]([OH:24])=[O:23])=[O:17].B(Br)(Br)Br. Product: [OH:4][C:5]1[CH:10]=[C:9]([OH:11])[CH:8]=[C:7]([OH:13])[C:6]=1[CH2:15][C:16]([NH:18][C:19]1[CH:20]=[C:21]([CH:25]=[CH:26][CH:27]=1)[C:22]([OH:24])=[O:23])=[O:17]. The catalyst class is: 2. (5) Reactant: [CH3:1][C:2]1[C:7]([C:8](OC)=[O:9])=[CH:6][CH:5]=[CH:4][C:3]=1[C:12]1[C:17]([CH3:18])=[CH:16][CH:15]=[CH:14][C:13]=1[CH3:19].[H-].[Al+3].[Li+].[H-].[H-].[H-].[Cl-].[NH4+].[H][H]. Product: [CH3:1][C:2]1[C:7]([CH2:8][OH:9])=[CH:6][CH:5]=[CH:4][C:3]=1[C:12]1[C:17]([CH3:18])=[CH:16][CH:15]=[CH:14][C:13]=1[CH3:19]. The catalyst class is: 27. (6) Reactant: [C:1]([O-:4])(=[O:3])[CH3:2].[K+:5].[C:6]([O-:9])(=[O:8])[CH3:7].[Na+:10]. Product: [C:1]([O-:4])(=[O:3])[CH3:2].[Na+:10].[K+:5].[C:6]([O-:9])(=[O:8])[CH3:7]. The catalyst class is: 141. (7) Reactant: [F:1][C:2]1[CH:7]=[CH:6][C:5]([C:8]2[C:12]([C:13]3[CH:18]=[CH:17][N:16]=[CH:15][CH:14]=3)=[CH:11][N:10]([CH3:19])[C:9]=2[C:20]([OH:22])=O)=[CH:4][CH:3]=1.Cl.[NH2:24][CH2:25][C:26]([C:28]1[CH:33]=[CH:32][CH:31]=[CH:30][CH:29]=1)=[O:27].Cl.CN(C)CCCN=C=NCC.O.ON1C2C=CC=CC=2N=N1.C(N(CC)CC)C. Product: [F:1][C:2]1[CH:3]=[CH:4][C:5]([C:8]2[C:12]([C:13]3[CH:18]=[CH:17][N:16]=[CH:15][CH:14]=3)=[CH:11][N:10]([CH3:19])[C:9]=2[C:20]([NH:24][CH2:25][C:26](=[O:27])[C:28]2[CH:33]=[CH:32][CH:31]=[CH:30][CH:29]=2)=[O:22])=[CH:6][CH:7]=1. The catalyst class is: 35.